From a dataset of Merck oncology drug combination screen with 23,052 pairs across 39 cell lines. Regression. Given two drug SMILES strings and cell line genomic features, predict the synergy score measuring deviation from expected non-interaction effect. (1) Drug 1: O=S1(=O)NC2(CN1CC(F)(F)F)C1CCC2Cc2cc(C=CCN3CCC(C(F)(F)F)CC3)ccc2C1. Drug 2: NC1CCCCC1N.O=C(O)C(=O)O.[Pt+2]. Cell line: OCUBM. Synergy scores: synergy=-7.82. (2) Drug 1: N.N.O=C(O)C1(C(=O)O)CCC1.[Pt]. Drug 2: O=C(O)C1(Cc2cccc(Nc3nccs3)n2)CCC(Oc2cccc(Cl)c2F)CC1. Cell line: SW620. Synergy scores: synergy=0.931. (3) Drug 1: CCC1(O)CC2CN(CCc3c([nH]c4ccccc34)C(C(=O)OC)(c3cc4c(cc3OC)N(C)C3C(O)(C(=O)OC)C(OC(C)=O)C5(CC)C=CCN6CCC43C65)C2)C1. Drug 2: CCc1cnn2c(NCc3ccc[n+]([O-])c3)cc(N3CCCCC3CCO)nc12. Cell line: COLO320DM. Synergy scores: synergy=0.731. (4) Drug 1: NC(=O)c1cccc2cn(-c3ccc(C4CCCNC4)cc3)nc12. Drug 2: CNC(=O)c1cc(Oc2ccc(NC(=O)Nc3ccc(Cl)c(C(F)(F)F)c3)cc2)ccn1. Cell line: PA1. Synergy scores: synergy=2.56. (5) Drug 1: N#Cc1ccc(Cn2cncc2CN2CCN(c3cccc(Cl)c3)C(=O)C2)cc1. Drug 2: COC1CC2CCC(C)C(O)(O2)C(=O)C(=O)N2CCCCC2C(=O)OC(C(C)CC2CCC(OP(C)(C)=O)C(OC)C2)CC(=O)C(C)C=C(C)C(O)C(OC)C(=O)C(C)CC(C)C=CC=CC=C1C. Cell line: A427. Synergy scores: synergy=47.3. (6) Drug 1: CC(=O)OC1C(=O)C2(C)C(O)CC3OCC3(OC(C)=O)C2C(OC(=O)c2ccccc2)C2(O)CC(OC(=O)C(O)C(NC(=O)c3ccccc3)c3ccccc3)C(C)=C1C2(C)C. Drug 2: C#Cc1cccc(Nc2ncnc3cc(OCCOC)c(OCCOC)cc23)c1. Cell line: SKMEL30. Synergy scores: synergy=12.1. (7) Drug 1: CN(C)C(=N)N=C(N)N. Drug 2: CC(C)CC(NC(=O)C(Cc1ccccc1)NC(=O)c1cnccn1)B(O)O. Cell line: ES2. Synergy scores: synergy=2.02. (8) Drug 1: CC1CC2C3CCC4=CC(=O)C=CC4(C)C3(F)C(O)CC2(C)C1(O)C(=O)CO. Drug 2: Cn1c(=O)n(-c2ccc(C(C)(C)C#N)cc2)c2c3cc(-c4cnc5ccccc5c4)ccc3ncc21. Cell line: HCT116. Synergy scores: synergy=13.4. (9) Drug 1: CC1CC2C3CCC4=CC(=O)C=CC4(C)C3(F)C(O)CC2(C)C1(O)C(=O)CO. Drug 2: NC(=O)c1cccc2cn(-c3ccc(C4CCCNC4)cc3)nc12. Cell line: A375. Synergy scores: synergy=-2.11. (10) Drug 1: CS(=O)(=O)CCNCc1ccc(-c2ccc3ncnc(Nc4ccc(OCc5cccc(F)c5)c(Cl)c4)c3c2)o1. Drug 2: NC1CCCCC1N.O=C(O)C(=O)O.[Pt+2]. Cell line: UACC62. Synergy scores: synergy=-25.9.